Dataset: Full USPTO retrosynthesis dataset with 1.9M reactions from patents (1976-2016). Task: Predict the reactants needed to synthesize the given product. Given the product [NH2:19][CH2:18][C:15]1[CH:16]=[CH:17][C:12]([CH2:8][C:1]([OH:3])=[O:2])=[CH:13][CH:14]=1, predict the reactants needed to synthesize it. The reactants are: [C:1]([CH:8]([C:12]1[CH:17]=[CH:16][C:15]([CH2:18][NH2:19])=[CH:14][CH:13]=1)C(O)=O)([O:3]C(C)(C)C)=[O:2].